This data is from Full USPTO retrosynthesis dataset with 1.9M reactions from patents (1976-2016). The task is: Predict the reactants needed to synthesize the given product. Given the product [N:1]1([C:6]2[CH:32]=[CH:31][C:9]3[N:10]([C:13]4[CH:14]=[C:15]([NH:27][S:36]([CH:33]5[CH2:35][CH2:34]5)(=[O:38])=[O:37])[CH:16]=[C:17]([C:19]5[CH:24]=[CH:23][C:22]([F:25])=[CH:21][C:20]=5[F:26])[CH:18]=4)[CH:11]=[N:12][C:8]=3[CH:7]=2)[CH:5]=[CH:4][CH:3]=[N:2]1, predict the reactants needed to synthesize it. The reactants are: [N:1]1([C:6]2[CH:32]=[CH:31][C:9]3[N:10]([C:13]4[CH:14]=[C:15]([NH:27]C(=O)C)[CH:16]=[C:17]([C:19]5[CH:24]=[CH:23][C:22]([F:25])=[CH:21][C:20]=5[F:26])[CH:18]=4)[CH:11]=[N:12][C:8]=3[CH:7]=2)[CH:5]=[CH:4][CH:3]=[N:2]1.[CH:33]1([S:36](Cl)(=[O:38])=[O:37])[CH2:35][CH2:34]1.